Dataset: Full USPTO retrosynthesis dataset with 1.9M reactions from patents (1976-2016). Task: Predict the reactants needed to synthesize the given product. Given the product [CH:26]([N:25]1[C:21]([C:16]2[CH:17]=[N:18][CH:19]=[CH:20][C:15]=2[CH2:14][O:1][C:2]2[C:7]([CH:8]=[O:9])=[CH:6][C:5]([O:10][CH3:11])=[N:4][CH:3]=2)=[CH:22][CH:23]=[N:24]1)([CH3:28])[CH3:27], predict the reactants needed to synthesize it. The reactants are: [OH:1][C:2]1[C:7]([CH:8]=[O:9])=[CH:6][C:5]([O:10][CH3:11])=[N:4][CH:3]=1.Cl.Cl[CH2:14][C:15]1[CH:20]=[CH:19][N:18]=[CH:17][C:16]=1[C:21]1[N:25]([CH:26]([CH3:28])[CH3:27])[N:24]=[CH:23][CH:22]=1.C([O-])([O-])=O.[K+].[K+].